This data is from Peptide-MHC class II binding affinity with 134,281 pairs from IEDB. The task is: Regression. Given a peptide amino acid sequence and an MHC pseudo amino acid sequence, predict their binding affinity value. This is MHC class II binding data. (1) The peptide sequence is YTDVFSLDPTFTIETT. The MHC is DRB1_0901 with pseudo-sequence DRB1_0901. The binding affinity (normalized) is 0.532. (2) The binding affinity (normalized) is 0.816. The peptide sequence is YDKALANVSTVLTGK. The MHC is DRB1_0802 with pseudo-sequence DRB1_0802.